Dataset: Catalyst prediction with 721,799 reactions and 888 catalyst types from USPTO. Task: Predict which catalyst facilitates the given reaction. (1) Reactant: [Cl:1][C:2]1[C:3]([C:9]([OH:11])=[O:10])=[N:4][CH:5]=[C:6]([Cl:8])[N:7]=1.[C:12](=O)([O-])[O-].[K+].[K+].CI. Product: [CH3:12][O:10][C:9]([C:3]1[C:2]([Cl:1])=[N:7][C:6]([Cl:8])=[CH:5][N:4]=1)=[O:11]. The catalyst class is: 35. (2) Reactant: Cl[C:2]([CH2:4][O:5][C:6](=[O:8])[CH3:7])=[O:3].[Br:9][C:10]1[CH:15]=[CH:14][C:13]([NH2:16])=[CH:12][C:11]=1[CH3:17].N1C=CC=CC=1. Product: [Br:9][C:10]1[CH:15]=[CH:14][C:13]([NH:16][C:2]([CH2:4][O:5][C:6](=[O:8])[CH3:7])=[O:3])=[CH:12][C:11]=1[CH3:17]. The catalyst class is: 4. (3) Reactant: [C:1]1([N:7]2[C:11]3[CH:12]=[C:13]([O:16][CH2:17][CH2:18][C:19]([OH:21])=[O:20])[CH:14]=[CH:15][C:10]=3[N:9]=[C:8]2[C:22]2[CH:27]=[CH:26][CH:25]=[CH:24][CH:23]=2)[CH:6]=[CH:5][CH:4]=[CH:3][CH:2]=1.[C:28](=O)([O-])[O-].[Cs+].[Cs+].CI. Product: [CH3:28][O:20][C:19](=[O:21])[CH2:18][CH2:17][O:16][C:13]1[CH:14]=[CH:15][C:10]2[N:9]=[C:8]([C:22]3[CH:23]=[CH:24][CH:25]=[CH:26][CH:27]=3)[N:7]([C:1]3[CH:2]=[CH:3][CH:4]=[CH:5][CH:6]=3)[C:11]=2[CH:12]=1. The catalyst class is: 204. (4) Reactant: [C:1]([O:4][CH2:5][CH2:6][C:7]1[CH:12]=[CH:11][C:10]([N:13]2[C:17]3[CH:18]=[C:19]([Cl:26])[C:20]([C:22]([F:25])([F:24])[F:23])=[CH:21][C:16]=3[N:15]=[C:14]2[C:27](Cl)([CH3:29])[CH3:28])=[CH:9][CH:8]=1)(=[O:3])[CH3:2].[N-:31]=[N+:32]=[N-:33].[Na+].O. Product: [C:1]([O:4][CH2:5][CH2:6][C:7]1[CH:12]=[CH:11][C:10]([N:13]2[C:17]3[CH:18]=[C:19]([Cl:26])[C:20]([C:22]([F:23])([F:25])[F:24])=[CH:21][C:16]=3[N:15]=[C:14]2[C:27]([N:31]=[N+:32]=[N-:33])([CH3:29])[CH3:28])=[CH:9][CH:8]=1)(=[O:3])[CH3:2]. The catalyst class is: 3. (5) Reactant: [CH:1]([N:4]([CH:48]([CH3:50])[CH3:49])[CH2:5][CH2:6][C@@H:7]([C:14]1[CH:15]=[C:16]([CH2:21][CH2:22][O:23][C:24]2[CH:29]=[CH:28][C:27]([CH2:30][CH2:31][NH:32][CH2:33][C@@H:34]([C:36]3[CH:37]=[CH:38][C:39]([OH:47])=[C:40]([NH:42][S:43]([CH3:46])(=[O:45])=[O:44])[CH:41]=3)[OH:35])=[CH:26][CH:25]=2)[CH:17]=[CH:18][C:19]=1[OH:20])[C:8]1[CH:13]=[CH:12][CH:11]=[CH:10][CH:9]=1)([CH3:3])[CH3:2].[C:51]([OH:58])(=[O:57])[CH2:52][CH2:53][C:54]([OH:56])=[O:55]. Product: [C:51]([OH:58])(=[O:57])[CH2:52][CH2:53][C:54]([OH:56])=[O:55].[CH:48]([N:4]([CH:1]([CH3:3])[CH3:2])[CH2:5][CH2:6][C@@H:7]([C:14]1[CH:15]=[C:16]([CH2:21][CH2:22][O:23][C:24]2[CH:29]=[CH:28][C:27]([CH2:30][CH2:31][NH:32][CH2:33][C@@H:34]([C:36]3[CH:37]=[CH:38][C:39]([OH:47])=[C:40]([NH:42][S:43]([CH3:46])(=[O:45])=[O:44])[CH:41]=3)[OH:35])=[CH:26][CH:25]=2)[CH:17]=[CH:18][C:19]=1[OH:20])[C:8]1[CH:9]=[CH:10][CH:11]=[CH:12][CH:13]=1)([CH3:50])[CH3:49]. The catalyst class is: 24. (6) Reactant: [CH:1]1[C:6]2[N:7]=[C:8]3[N:13]([CH2:14][C:5]=2[C:4]([Cl:15])=[C:3]([Cl:16])[CH:2]=1)[CH2:12][C:10](=[O:11])[NH:9]3.NC1C(CN[CH2:26][C:27](OCC)=[O:28])=C(Cl)C(Cl)=CC=1.N#CBr. Product: [Cl:15][C:4]1[C:3]([Cl:16])=[CH:2][CH:1]=[C:6]2[C:5]=1[CH2:14][N:13]([CH2:12][C:10]([O:28][CH2:27][CH3:26])=[O:11])[C:8](=[NH:9])[NH:7]2. The catalyst class is: 11. (7) Reactant: Cl.Cl[C:3]1[N:16]2[C:7](=[N:8][C:9]3[C:14]([C:15]2=[O:17])=[C:13]([F:18])[CH:12]=[CH:11][CH:10]=3)[C:6]2[CH:19]=[CH:20][N:21](S(C3C=CC(C)=CC=3)(=O)=O)[C:5]=2[N:4]=1.[CH3:32][O:33][C:34]1[CH:35]=[C:36]2[C:41](=[CH:42][C:43]=1[NH2:44])[N:40]([C:45](=[O:52])[C@@H:46]1[CH2:50][CH2:49][CH2:48][N:47]1[CH3:51])[CH2:39][CH2:38][CH2:37]2.[CH3:53][NH2:54].[OH-].[K+]. Product: [F:18][C:13]1[CH:12]=[CH:11][CH:10]=[C:9]([NH:8][C:7]2[N:16]=[C:3]([NH:44][C:43]3[CH:42]=[C:41]4[C:36]([CH2:37][CH2:38][CH2:39][N:40]4[C:45](=[O:52])[C@@H:46]4[CH2:50][CH2:49][CH2:48][N:47]4[CH3:51])=[CH:35][C:34]=3[O:33][CH3:32])[NH:4][C:5]3=[N:21][CH:20]=[CH:19][C:6]=23)[C:14]=1[C:15]([NH:54][CH3:53])=[O:17]. The catalyst class is: 56.